From a dataset of Full USPTO retrosynthesis dataset with 1.9M reactions from patents (1976-2016). Predict the reactants needed to synthesize the given product. Given the product [C:1]1([C:24]2[CH:25]=[CH:26][CH:27]=[CH:28][CH:29]=2)[CH:2]=[CH:3][C:4]([CH:7]([NH:12][C:13](=[O:14])[CH2:15][NH:16][C:17]([O:18][C:19]([CH3:22])([CH3:21])[CH3:20])=[O:23])[CH2:8][C:9]#[N:10])=[CH:5][CH:6]=1, predict the reactants needed to synthesize it. The reactants are: [C:1]1([C:24]2[CH:29]=[CH:28][CH:27]=[CH:26][CH:25]=2)[CH:6]=[CH:5][C:4]([CH:7]([NH:12][C:13]([CH2:15][NH:16][C:17](=[O:23])[O:18][C:19]([CH3:22])([CH3:21])[CH3:20])=[O:14])[CH2:8][C:9](=O)[NH2:10])=[CH:3][CH:2]=1.C(N(CC)CC)C.FC(F)(F)C(OC(=O)C(F)(F)F)=O.O.